Dataset: Reaction yield outcomes from USPTO patents with 853,638 reactions. Task: Predict the reaction yield, written as a fraction of the theoretical maximum amount of product (1.0 means a 100% yield; for example, 0.34 means a 34% yield). (1) The reactants are [CH3:1][O:2][C:3]1[CH:8]=[CH:7][C:6]([N:9]2[C:13]3[CH:14]=[C:15]([C:18]([NH:20][NH2:21])=[O:19])[CH:16]=[CH:17][C:12]=3[N:11]=[CH:10]2)=[CH:5][CH:4]=1.[F:22][C:23]([F:36])([F:35])[C:24]1[CH:25]=[C:26]([CH2:30][CH2:31][C:32](O)=O)[CH:27]=[CH:28][CH:29]=1. No catalyst specified. The product is [CH3:1][O:2][C:3]1[CH:4]=[CH:5][C:6]([N:9]2[C:13]3[CH:14]=[C:15]([C:18]4[O:19][C:32]([CH2:31][CH2:30][C:26]5[CH:27]=[CH:28][CH:29]=[C:24]([C:23]([F:22])([F:35])[F:36])[CH:25]=5)=[N:21][N:20]=4)[CH:16]=[CH:17][C:12]=3[N:11]=[CH:10]2)=[CH:7][CH:8]=1. The yield is 0.500. (2) The reactants are [CH3:1][C:2]1[N:7]=[C:6]([C:8]2[CH:13]=[CH:12][CH:11]=[C:10]([C:14]3[CH:15]=[C:16]([S:20](Cl)(=[O:22])=[O:21])[CH:17]=[CH:18][CH:19]=3)[N:9]=2)[CH:5]=[C:4]([C:24]2[CH:29]=[CH:28][C:27]([C:30]([F:33])([F:32])[F:31])=[CH:26][CH:25]=2)[CH:3]=1.[NH:34]1[CH2:39][CH2:38][O:37][CH2:36][CH2:35]1. The catalyst is C1COCC1.CCOC(C)=O. The product is [CH3:1][C:2]1[N:7]=[C:6]([C:8]2[CH:13]=[CH:12][CH:11]=[C:10]([C:14]3[CH:19]=[CH:18][CH:17]=[C:16]([S:20]([N:34]4[CH2:39][CH2:38][O:37][CH2:36][CH2:35]4)(=[O:22])=[O:21])[CH:15]=3)[N:9]=2)[CH:5]=[C:4]([C:24]2[CH:29]=[CH:28][C:27]([C:30]([F:33])([F:32])[F:31])=[CH:26][CH:25]=2)[CH:3]=1. The yield is 0.750. (3) The reactants are [NH2:1][C:2]1[C:11]2[C:6](=[C:7](I)[C:8]([F:12])=[CH:9][CH:10]=2)[N:5]=[N:4][C:3]=1[C:14]([NH:16][CH:17]1[CH2:19][CH2:18]1)=[O:15].[CH3:20][O:21][C:22]1[CH:27]=[CH:26][C:25]([O:28][CH3:29])=[CH:24][C:23]=1B(O)O. The yield is 0.770. No catalyst specified. The product is [NH2:1][C:2]1[C:11]2[C:6](=[C:7]([C:26]3[CH:27]=[C:22]([O:21][CH3:20])[CH:23]=[CH:24][C:25]=3[O:28][CH3:29])[C:8]([F:12])=[CH:9][CH:10]=2)[N:5]=[N:4][C:3]=1[C:14]([NH:16][CH:17]1[CH2:19][CH2:18]1)=[O:15].